From a dataset of Reaction yield outcomes from USPTO patents with 853,638 reactions. Predict the reaction yield, written as a fraction of the theoretical maximum amount of product (1.0 means a 100% yield; for example, 0.34 means a 34% yield). (1) The reactants are [NH2:1][C:2]1[CH:7]=[CH:6][C:5]([CH2:8]O)=[C:4]([CH2:10][CH3:11])[CH:3]=1.[NH:12]1[C:20]2[C:15](=[CH:16][CH:17]=[CH:18][CH:19]=2)[CH:14]=[CH:13]1.FC(F)(F)C(O)=O. The catalyst is ClC(Cl)C. The product is [NH:12]1[C:20]2[C:15](=[CH:16][CH:17]=[CH:18][CH:19]=2)[C:14]([CH2:8][C:5]2[CH:6]=[CH:7][C:2]([NH2:1])=[CH:3][C:4]=2[CH2:10][CH3:11])=[CH:13]1. The yield is 0.370. (2) The reactants are [CH:1]([C:4]1[CH:9]=[CH:8][C:7]([CH:10]2[C:14]3[C:15]([CH3:23])=[C:16]([NH:20][CH:21]=[O:22])[C:17]([CH3:19])=[CH:18][C:13]=3[O:12][CH2:11]2)=[CH:6][CH:5]=1)([CH3:3])[CH3:2].[C:24](Cl)(=[O:26])[CH3:25]. No catalyst specified. The product is [C:24]([C:18]1[C:13]2[O:12][CH2:11][CH:10]([C:7]3[CH:6]=[CH:5][C:4]([CH:1]([CH3:3])[CH3:2])=[CH:9][CH:8]=3)[C:14]=2[C:15]([CH3:23])=[C:16]([NH:20][CH:21]=[O:22])[C:17]=1[CH3:19])(=[O:26])[CH3:25]. The yield is 0.480. (3) The reactants are [CH3:1][C:2]1([CH3:12])[O:6][C@H:5]([C:7](OC)=[O:8])[C@@H:4]([CH3:11])[O:3]1.[H-].[H-].[H-].[H-].[Li+].[Al+3].C1COCC1.CCOC(C)=O.O. The catalyst is C(Cl)Cl. The product is [CH3:1][C:2]1([CH3:12])[O:6][C@H:5]([CH2:7][OH:8])[C@@H:4]([CH3:11])[O:3]1. The yield is 0.560. (4) The reactants are [Cl:1][C:2]1[C:3]([O:9][C:10]2[CH:17]=[C:16]([OH:18])[CH:15]=[CH:14][C:11]=2[CH:12]=[O:13])=[N:4][CH:5]=[C:6]([Cl:8])[CH:7]=1.Br[CH2:20][CH2:21][CH2:22][O:23][CH3:24].[I-].[Na+].C(=O)([O-])[O-].[K+].[K+]. The catalyst is CN(C)C=O.O. The product is [Cl:1][C:2]1[C:3]([O:9][C:10]2[CH:17]=[C:16]([O:18][CH2:20][CH2:21][CH2:22][O:23][CH3:24])[CH:15]=[CH:14][C:11]=2[CH:12]=[O:13])=[N:4][CH:5]=[C:6]([Cl:8])[CH:7]=1. The yield is 0.870. (5) The reactants are [O:1]=[S:2]1(=[O:19])[CH2:6][CH2:5][CH2:4][N:3]1[C:7]12[CH2:15][CH:11]3[CH2:12][CH:13]([CH2:14]1)[C:9](C(O)=O)([CH2:10]3)[CH2:8]2.OS(O)(=O)=O.[N-:25]=[N+]=[N-].[Na+]. The catalyst is C(Cl)(Cl)Cl.O. The product is [O:1]=[S:2]1(=[O:19])[CH2:6][CH2:5][CH2:4][N:3]1[C:7]12[CH2:15][CH:11]3[CH2:12][CH:13]([CH2:14]1)[C:9]([NH2:25])([CH2:10]3)[CH2:8]2. The yield is 0.660.